This data is from Full USPTO retrosynthesis dataset with 1.9M reactions from patents (1976-2016). The task is: Predict the reactants needed to synthesize the given product. (1) Given the product [CH2:10]([Si:9]([CH3:12])([CH3:8])[CH2:19][C:20]1[CH:7]2[CH2:6][CH:16]([C:15]=1[CH3:21])[CH2:17][CH2:18]2)[CH3:11], predict the reactants needed to synthesize it. The reactants are: C([Al]([CH2:6][CH3:7])CC)C.[CH3:8][SiH:9]([CH3:12])[CH2:10][CH3:11].[Cl-].[NH4+].[C:15]1([CH3:21])[CH:20]=[CH:19][CH:18]=[CH:17][CH:16]=1. (2) Given the product [C:1]1([C:7]2[N:11]=[C:10]([N:12]3[CH2:13][CH2:14][CH:15]([C:18]([OH:20])=[O:19])[CH2:16][CH2:17]3)[S:9][N:8]=2)[CH:2]=[CH:3][CH:4]=[CH:5][CH:6]=1, predict the reactants needed to synthesize it. The reactants are: [C:1]1([C:7]2[N:11]=[C:10]([N:12]3[CH2:17][CH2:16][CH:15]([C:18]([O:20]CC)=[O:19])[CH2:14][CH2:13]3)[S:9][N:8]=2)[CH:6]=[CH:5][CH:4]=[CH:3][CH:2]=1.[OH-].[Na+].O1CCCC1.Cl. (3) Given the product [Cl:1][C:2]1[CH:3]=[C:4]([C:9]([C:23]([F:26])([F:24])[F:25])=[CH:10][C:11]([C:13]2[CH:21]=[CH:20][C:16]([C:17]([NH:19][CH:29]=[N:30][O:35][CH3:39])=[O:18])=[C:15]([CH3:22])[CH:14]=2)=[O:12])[CH:5]=[C:6]([Cl:8])[CH:7]=1, predict the reactants needed to synthesize it. The reactants are: [Cl:1][C:2]1[CH:3]=[C:4]([C:9]([C:23]([F:26])([F:25])[F:24])=[CH:10][C:11]([C:13]2[CH:21]=[CH:20][C:16]([C:17]([NH2:19])=[O:18])=[C:15]([CH3:22])[CH:14]=2)=[O:12])[CH:5]=[C:6]([Cl:8])[CH:7]=1.CO[CH:29](OC)[N:30](C)C.[O:35]1[CH2:39]CCC1. (4) Given the product [N:1]1[CH:6]=[CH:5][CH:4]=[C:3]([C:7]2[N:12]=[C:11]([NH:13][C:21]3[S:22][CH:23]=[CH:24][N:25]=3)[CH:10]=[N:9][C:8]=2[C:14]2[CH:15]=[CH:16][N:17]=[CH:18][CH:19]=2)[CH:2]=1, predict the reactants needed to synthesize it. The reactants are: [N:1]1[CH:6]=[CH:5][CH:4]=[C:3]([C:7]2[N:12]=[C:11]([NH2:13])[CH:10]=[N:9][C:8]=2[C:14]2[CH:19]=[CH:18][N:17]=[CH:16][CH:15]=2)[CH:2]=1.Br[C:21]1[S:22][CH:23]=[CH:24][N:25]=1.C(=O)([O-])[O-].[Cs+].[Cs+].CC1(C)C2C=CC=C(P(C3C=CC=CC=3)C3C=CC=CC=3)C=2OC2C1=CC=CC=2P(C1C=CC=CC=1)C1C=CC=CC=1.